This data is from Reaction yield outcomes from USPTO patents with 853,638 reactions. The task is: Predict the reaction yield, written as a fraction of the theoretical maximum amount of product (1.0 means a 100% yield; for example, 0.34 means a 34% yield). (1) The reactants are [Cl:1]N1C(=O)CCC1=O.[S:9]1[CH:13]=[CH:12][C:11]([CH2:14][C:15]#[N:16])=[CH:10]1.C([O-])(O)=O.[Na+]. The catalyst is C(Cl)(Cl)(Cl)Cl.Cl(O)(=O)(=O)=O. The product is [Cl:1][C:10]1[S:9][CH:13]=[CH:12][C:11]=1[CH2:14][C:15]#[N:16]. The yield is 0.330. (2) The yield is 0.870. The reactants are S(Br)([Br:3])=O.[Br:5][C:6]1[N:11]=[C:10]([CH2:12]O)[C:9]([F:14])=[CH:8][CH:7]=1.N1C=CC=CC=1. The product is [Br:5][C:6]1[N:11]=[C:10]([CH2:12][Br:3])[C:9]([F:14])=[CH:8][CH:7]=1. The catalyst is C(Cl)Cl. (3) The reactants are [NH2:1][CH2:2][C:3]1[CH:11]=[CH:10][CH:9]=[C:8]2[C:4]=1[C:5](=[O:30])[N:6]([CH:13]([C:19]1[CH:24]=[CH:23][C:22]([O:25][CH3:26])=[C:21]([O:27][CH2:28][CH3:29])[CH:20]=1)[CH2:14][S:15]([CH3:18])(=[O:17])=[O:16])[C:7]2=[O:12].[C:31](OC(=O)C)(=[O:33])[CH3:32]. No catalyst specified. The product is [CH2:28]([O:27][C:21]1[CH:20]=[C:19]([CH:13]([N:6]2[C:5](=[O:30])[C:4]3[C:8](=[CH:9][CH:10]=[CH:11][C:3]=3[CH2:2][NH:1][C:31](=[O:33])[CH3:32])[C:7]2=[O:12])[CH2:14][S:15]([CH3:18])(=[O:17])=[O:16])[CH:24]=[CH:23][C:22]=1[O:25][CH3:26])[CH3:29]. The yield is 0.550. (4) The yield is 0.690. The catalyst is C(Cl)Cl.C1(C)C=CC=CC=1. The reactants are [NH2:1][C:2]1[CH:15]=[CH:14][C:13]([Cl:16])=[CH:12][C:3]=1[C:4]([C:6]1[CH:11]=[CH:10][CH:9]=[CH:8][CH:7]=1)=O.[Br:17][C:18]1[CH:19]=[C:20]([CH2:24][C:25](O)=[O:26])[CH:21]=[N:22][CH:23]=1.Cl.CN(C)CCCN=C=NCC.N1CCCCC1. The product is [Br:17][C:18]1[CH:19]=[C:20]([C:24]2[C:25](=[O:26])[NH:1][C:2]3[C:3]([C:4]=2[C:6]2[CH:11]=[CH:10][CH:9]=[CH:8][CH:7]=2)=[CH:12][C:13]([Cl:16])=[CH:14][CH:15]=3)[CH:21]=[N:22][CH:23]=1. (5) The reactants are Br[C:2]1[S:3][C:4]([S:17]([N:20]2[CH2:25][CH2:24][CH:23]([OH:26])[CH2:22][CH2:21]2)(=[O:19])=[O:18])=[CH:5][C:6]=1[C:7]1[S:11][C:10]([NH:12][C:13](=[O:15])[CH3:14])=[N:9][C:8]=1[CH3:16].C([Li])CCC. The catalyst is C1COCC1. The product is [OH:26][CH:23]1[CH2:22][CH2:21][N:20]([S:17]([C:4]2[S:3][CH:2]=[C:6]([C:7]3[S:11][C:10]([NH:12][C:13](=[O:15])[CH3:14])=[N:9][C:8]=3[CH3:16])[CH:5]=2)(=[O:19])=[O:18])[CH2:25][CH2:24]1. The yield is 0.320. (6) The reactants are [CH3:1][C:2]1([CH3:23])[CH2:6][O:5][C:4]2=[CH:7][C:8]3[O:9][CH2:10][C:11]4([C:21]=3[CH:22]=[C:3]12)[C:19]1[C:14](=[CH:15][CH:16]=[CH:17][CH:18]=1)[NH:13][C:12]4=[O:20].Br[CH2:25][C:26]1[O:27][C:28]([C:31]([F:34])([F:33])[F:32])=[CH:29][CH:30]=1.C(=O)([O-])[O-].[Cs+].[Cs+]. The catalyst is CC(=O)CC. The product is [CH3:1][C:2]1([CH3:23])[CH2:6][O:5][C:4]2=[CH:7][C:8]3[O:9][CH2:10][C:11]4([C:21]=3[CH:22]=[C:3]12)[C:19]1[C:14](=[CH:15][CH:16]=[CH:17][CH:18]=1)[N:13]([CH2:25][C:26]1[O:27][C:28]([C:31]([F:34])([F:33])[F:32])=[CH:29][CH:30]=1)[C:12]4=[O:20]. The yield is 0.450.